From a dataset of Experimentally validated miRNA-target interactions with 360,000+ pairs, plus equal number of negative samples. Binary Classification. Given a miRNA mature sequence and a target amino acid sequence, predict their likelihood of interaction. The miRNA is mmu-miR-5125 with sequence UCUGCCUGGGAUUUCCUUGU. The protein sequence of the target gene is MTRLPKLAVFDLDYTLWPFWVDTHVDPPFHKSSDGTVRDRRGQNIQLYPEVPEVLGRLQSLGVPVAAASRTSEIQGANQLLELFDLGKYFIQREIYPGSKVTHFERLHHKTGVPFSQMVFFDDENRNIIDVGRLGVTCIHIRDGMSLQTLTQGLETFAKAQAGL. Result: 1 (interaction).